From a dataset of Experimentally validated miRNA-target interactions with 360,000+ pairs, plus equal number of negative samples. Binary Classification. Given a miRNA mature sequence and a target amino acid sequence, predict their likelihood of interaction. The miRNA is hsa-miR-711 with sequence GGGACCCAGGGAGAGACGUAAG. The protein sequence of the target gene is MGNRGMEELIPLVNKLQDAFSSIGQSCHLDLPQIAVVGGQSAGKSSVLENFVGRDFLPRGSGIVTRRPLILQLIFSKTEHAEFLHCKSKKFTDFDEVRQEIEAETDRVTGTNKGISPVPINLRVYSPHVLNLTLIDLPGITKVPVGDQPPDIEYQIKDMILQFISRESSLILAVTPANMDLANSDALKLAKEVDPQGLRTIGVITKLDLMDEGTDARDVLENKLLPLRRGYIGVVNRSQKDIEGKKDIRAALAAERKFFLSHPAYRHMADRMGTPHLQKTLNQQLTNHIRESLPALRSKL.... Result: 1 (interaction).